Dataset: Reaction yield outcomes from USPTO patents with 853,638 reactions. Task: Predict the reaction yield, written as a fraction of the theoretical maximum amount of product (1.0 means a 100% yield; for example, 0.34 means a 34% yield). (1) The reactants are [H-].[Na+].[CH:3]([C:6]1[CH:11]=[CH:10][C:9]([CH:12]2[C:16]3[C:17]([CH3:24])=[C:18]([OH:23])[C:19]([CH3:22])=[C:20]([CH3:21])[C:15]=3[O:14][C:13]2([CH3:26])[CH3:25])=[CH:8][CH:7]=1)([CH3:5])[CH3:4].Cl[C:28]1[CH:33]=[CH:32][C:31]([N+:34]([O-:36])=[O:35])=[CH:30][C:29]=1[N+:37]([O-:39])=[O:38].O. The catalyst is CN(C)C=O. The product is [CH:3]([C:6]1[CH:11]=[CH:10][C:9]([CH:12]2[C:16]3[C:17]([CH3:24])=[C:18]([O:23][C:32]4[CH:33]=[CH:28][C:29]([N+:37]([O-:39])=[O:38])=[CH:30][C:31]=4[N+:34]([O-:36])=[O:35])[C:19]([CH3:22])=[C:20]([CH3:21])[C:15]=3[O:14][C:13]2([CH3:26])[CH3:25])=[CH:8][CH:7]=1)([CH3:5])[CH3:4]. The yield is 0.500. (2) The reactants are [OH:1][CH:2]([C:17]1[CH:18]=[N:19][CH:20]=[N:21][CH:22]=1)[C:3]1[CH:4]=[C:5]2[C:10](=[C:11]([C:13]([O:15][CH3:16])=[O:14])[CH:12]=1)[N:9]=[CH:8][CH:7]=[CH:6]2.CI.[CH3:25][Si]([N-][Si](C)(C)C)(C)C.[K+].O. The catalyst is CN(C=O)C. The product is [CH3:25][O:1][CH:2]([C:17]1[CH:22]=[N:21][CH:20]=[N:19][CH:18]=1)[C:3]1[CH:4]=[C:5]2[C:10](=[C:11]([C:13]([O:15][CH3:16])=[O:14])[CH:12]=1)[N:9]=[CH:8][CH:7]=[CH:6]2. The yield is 0.260. (3) The reactants are Cl[C:2]1[N:7]=[C:6]([CH3:8])[CH:5]=[C:4]([C:9]2[CH:14]=[CH:13][C:12]([C:15]([F:18])([F:17])[F:16])=[CH:11][CH:10]=2)[N:3]=1.[IH:19]. The catalyst is C(Cl)Cl. The product is [I:19][C:2]1[N:7]=[C:6]([CH3:8])[CH:5]=[C:4]([C:9]2[CH:14]=[CH:13][C:12]([C:15]([F:18])([F:17])[F:16])=[CH:11][CH:10]=2)[N:3]=1. The yield is 0.920. (4) The catalyst is N1C=CC=CC=1. The reactants are [C@H:1]1([NH:10][C:11]2[O:12][CH2:13][C:14]3[C:20]([NH2:21])=[CH:19][CH:18]=[CH:17][C:15]=3[N:16]=2)[C:9]2[C:4](=[CH:5][CH:6]=[CH:7][CH:8]=2)[CH2:3][CH2:2]1.[F:22][C:23]1[CH:24]=[C:25]([S:30](Cl)(=[O:32])=[O:31])[CH:26]=[C:27]([F:29])[CH:28]=1.Cl. The product is [F:29][C:27]1[CH:26]=[C:25]([S:30]([NH:21][C:20]2[C:14]3[CH2:13][O:12][C:11]([NH:10][C@H:1]4[C:9]5[C:4](=[CH:5][CH:6]=[CH:7][CH:8]=5)[CH2:3][CH2:2]4)=[N:16][C:15]=3[CH:17]=[CH:18][CH:19]=2)(=[O:31])=[O:32])[CH:24]=[C:23]([F:22])[CH:28]=1. The yield is 0.0900. (5) The reactants are [C:1]1([C:7]2[CH2:8][CH2:9][N:10]([CH2:13][CH2:14][CH2:15][C:16]3[NH:25][C:24](=[O:26])[C:23]4[C:18](=[CH:19][CH:20]=[CH:21][CH:22]=4)[N:17]=3)[CH2:11][CH:12]=2)[CH:6]=[CH:5][CH:4]=[CH:3][CH:2]=1.C(Cl)(Cl)[Cl:28].Cl. The catalyst is C(OCC)(=O)C. The product is [ClH:28].[C:1]1([C:7]2[CH2:12][CH2:11][N:10]([CH2:13][CH2:14][CH2:15][C:16]3[NH:25][C:24](=[O:26])[C:23]4[C:18](=[CH:19][CH:20]=[CH:21][CH:22]=4)[N:17]=3)[CH2:9][CH:8]=2)[CH:6]=[CH:5][CH:4]=[CH:3][CH:2]=1. The yield is 1.04. (6) The reactants are Br[CH2:2][C:3]([NH:5][CH:6]([C:8]1[NH:9][C:10]2[C:15]([N:16]=1)=[C:14]([N:17]1[CH2:22][CH2:21][O:20][CH2:19][CH2:18]1)[N:13]=[C:12]([Cl:23])[N:11]=2)[CH3:7])=[O:4].C(=O)([O-])[O-].[Cs+].[Cs+]. The catalyst is CN(C=O)C.O. The product is [Cl:23][C:12]1[N:13]=[C:14]([N:17]2[CH2:22][CH2:21][O:20][CH2:19][CH2:18]2)[C:15]2[N:16]=[C:8]3[N:9]([C:10]=2[N:11]=1)[CH2:2][C:3](=[O:4])[NH:5][CH:6]3[CH3:7]. The yield is 0.420. (7) The reactants are [CH3:1][O:2][C:3]1[C:8]2[N:9]=[C:10]([C:14]3[CH:19]=[CH:18][CH:17]=[CH:16][C:15]=3[O:20]C(=O)C)O[C:12](=[O:13])[C:7]=2[CH:6]=[CH:5][CH:4]=1.[F:24][C:25]1[CH:26]=[C:27]([CH2:31][CH2:32][NH2:33])[CH:28]=[CH:29][CH:30]=1. No catalyst specified. The product is [F:24][C:25]1[CH:26]=[C:27]([CH2:31][CH2:32][N:33]2[C:12](=[O:13])[C:7]3[C:8](=[C:3]([O:2][CH3:1])[CH:4]=[CH:5][CH:6]=3)[N:9]=[C:10]2[C:14]2[CH:19]=[CH:18][CH:17]=[CH:16][C:15]=2[OH:20])[CH:28]=[CH:29][CH:30]=1. The yield is 0.500. (8) The reactants are [Cl:1][C:2]1[CH:7]=[C:6](I)[C:5]([O:9][CH3:10])=[CH:4][C:3]=1[C:11]1[CH:16]=[CH:15][CH:14]=[C:13]([F:17])[CH:12]=1.[B:18](OC(C)C)([O:23]C(C)C)[O:19]C(C)C.C([Li])CCC.[OH-].[Na+]. The catalyst is C1COCC1. The product is [Cl:1][C:2]1[CH:7]=[C:6]([B:18]([OH:23])[OH:19])[C:5]([O:9][CH3:10])=[CH:4][C:3]=1[C:11]1[CH:16]=[CH:15][CH:14]=[C:13]([F:17])[CH:12]=1. The yield is 0.661. (9) The reactants are [N+:1]([C:4]1[CH:17]=[CH:16][C:7]([O:8][C:9]2[CH:14]=[CH:13][N:12]=[C:11]([NH2:15])[CH:10]=2)=[CH:6][C:5]=1[C:18]([F:21])([F:20])[F:19])([O-])=O. The catalyst is CO.[C].[Pd]. The product is [NH2:1][C:4]1[CH:17]=[CH:16][C:7]([O:8][C:9]2[CH:14]=[CH:13][N:12]=[C:11]([NH2:15])[CH:10]=2)=[CH:6][C:5]=1[C:18]([F:21])([F:19])[F:20]. The yield is 0.554.